From a dataset of Forward reaction prediction with 1.9M reactions from USPTO patents (1976-2016). Predict the product of the given reaction. (1) Given the reactants [NH2:1][C@H:2]1[CH2:7][CH2:6][C@H:5]([CH2:8][C:9]([NH:11][C@H:12]2[CH2:17][C:16]3[CH:18]=[CH:19][CH:20]=[C:21]([C:22]([OH:24])=[O:23])[C:15]=3[O:14][B:13]2[OH:25])=[O:10])[CH2:4][CH2:3]1.[NH:26]1[C:30]([CH:31]=O)=[CH:29][N:28]=[CH:27]1, predict the reaction product. The product is: [NH:26]1[C:30]([CH2:31][NH:1][C@H:2]2[CH2:7][CH2:6][C@H:5]([CH2:8][C:9]([NH:11][C@H:12]3[CH2:17][C:16]4[CH:18]=[CH:19][CH:20]=[C:21]([C:22]([OH:24])=[O:23])[C:15]=4[O:14][B:13]3[OH:25])=[O:10])[CH2:4][CH2:3]2)=[CH:29][N:28]=[CH:27]1. (2) Given the reactants [I:1][C:2]1[CH:3]=[C:4]2[C:9](=[CH:10][CH:11]=1)[O:8][CH2:7][CH2:6][C@H:5]2O.C1(P([N:27]=[N+]=[N-])(C2C=CC=CC=2)=O)C=CC=CC=1.C1CCN2C(=NCCC2)CC1.P(C)(C)C.C1COCC1, predict the reaction product. The product is: [I:1][C:2]1[CH:3]=[C:4]2[C:9](=[CH:10][CH:11]=1)[O:8][CH2:7][CH2:6][C@@H:5]2[NH2:27].